This data is from Kir2.1 potassium channel HTS with 301,493 compounds. The task is: Binary Classification. Given a drug SMILES string, predict its activity (active/inactive) in a high-throughput screening assay against a specified biological target. (1) The compound is O(CC(=O)Nc1c(n(nc1C)c1ccccc1)C)C(=O)CCOc1ccc(cc1)C. The result is 0 (inactive). (2) The compound is S(=O)(=O)(NCc1ccc(cc1)C)c1cc2NC(=O)C(Sc2cc1)C. The result is 0 (inactive).